Dataset: Reaction yield outcomes from USPTO patents with 853,638 reactions. Task: Predict the reaction yield, written as a fraction of the theoretical maximum amount of product (1.0 means a 100% yield; for example, 0.34 means a 34% yield). (1) The product is [Cl:8][C:6]1[N:5]=[N:4][C:3]([C:9]([O:11][CH2:12][CH3:13])=[O:10])=[C:2]([NH:22][C:18]2[CH:17]=[CH:16][C:15]([F:14])=[C:20]([CH3:21])[N:19]=2)[CH:7]=1. The catalyst is C(#N)C. The yield is 0.160. The reactants are Cl[C:2]1[CH:7]=[C:6]([Cl:8])[N:5]=[N:4][C:3]=1[C:9]([O:11][CH2:12][CH3:13])=[O:10].[F:14][C:15]1[CH:16]=[CH:17][C:18]([NH2:22])=[N:19][C:20]=1[CH3:21]. (2) The reactants are C(O[C:6](=[O:18])[NH:7][CH:8]1[CH2:13][CH2:12][N:11]([CH2:14][CH2:15][C:16]#[N:17])[CH2:10][CH2:9]1)(C)(C)C.C(O)(C(F)(F)F)=O.[F:26][C:27]1[CH:43]=[CH:42][CH:41]=[C:40]([F:44])[C:28]=1[C:29]([NH:31][C:32]1[C:33](C(O)=O)=[N:34][NH:35][CH:36]=1)=[O:30].C(Cl)CCl.C1C=CC2N(O)N=NC=2C=1. The catalyst is CO.CN(C=O)C.C(Cl)Cl. The product is [C:16]([CH2:15][CH2:14][N:11]1[CH2:10][CH2:9][CH:8]([NH:7][C:6]([C:36]2[C:32]([NH:31][C:29](=[O:30])[C:28]3[C:27]([F:26])=[CH:43][CH:42]=[CH:41][C:40]=3[F:44])=[CH:33][NH:34][N:35]=2)=[O:18])[CH2:13][CH2:12]1)#[N:17]. The yield is 0.180. (3) The reactants are C1C2C(=CC=CC=2)[C@H](N)[C@@H]1O.[NH2:12][C:13]1[CH:14]=[CH:15][CH:16]=[C:17]2[C:22]=1[CH2:21][C:20](=[O:23])[CH2:19][CH2:18]2.[OH-].[K+]. The catalyst is C(O)(C)C.C1C=CC=CC=1.C1C=CC=CC=1.Cl[Ru]Cl.Cl[Ru]Cl. The product is [NH2:12][C:13]1[CH:14]=[CH:15][CH:16]=[C:17]2[C:22]=1[CH2:21][CH:20]([OH:23])[CH2:19][CH2:18]2. The yield is 0.650. (4) The reactants are Br[C:2]1[CH:7]=[CH:6][C:5]([C:8]2[C:9]3[C:14]([C:15]([C:22]4[CH:27]=[CH:26][CH:25]=[CH:24][CH:23]=4)=[C:16]4[C:21]=2[CH:20]=[CH:19][CH:18]=[CH:17]4)=[CH:13][CH:12]=[CH:11][CH:10]=3)=[CH:4][CH:3]=1.C([Li])CCC.[B:33]([O:38]C)(OC)[O:34]C.Cl. The catalyst is O1CCCC1. The product is [C:5]1([C:8]2[C:9]3[C:14](=[CH:13][CH:12]=[CH:11][CH:10]=3)[C:15]([C:22]3[CH:23]=[CH:24][C:25]([B:33]([OH:38])[OH:34])=[CH:26][CH:27]=3)=[C:16]3[C:21]=2[CH:20]=[CH:19][CH:18]=[CH:17]3)[CH:6]=[CH:7][CH:2]=[CH:3][CH:4]=1. The yield is 0.840. (5) The reactants are [Cl:1][C:2]1[CH:3]=[C:4]([C@H:8]([O:22][CH2:23][C:24]([O:26]CC)=O)[C@@H:9]2[CH2:14][CH2:13][CH2:12][N:11]([C:15]([O:17][C:18]([CH3:21])([CH3:20])[CH3:19])=[O:16])[CH2:10]2)[CH:5]=[CH:6][CH:7]=1.[NH3:29].CO. No catalyst specified. The product is [NH2:29][C:24](=[O:26])[CH2:23][O:22][C@@H:8]([C:4]1[CH:5]=[CH:6][CH:7]=[C:2]([Cl:1])[CH:3]=1)[C@@H:9]1[CH2:14][CH2:13][CH2:12][N:11]([C:15]([O:17][C:18]([CH3:21])([CH3:20])[CH3:19])=[O:16])[CH2:10]1. The yield is 1.00.